This data is from Catalyst prediction with 721,799 reactions and 888 catalyst types from USPTO. The task is: Predict which catalyst facilitates the given reaction. (1) Reactant: [F:1][C:2]1[CH:7]=[CH:6][C:5]([CH2:8][C:9](=[O:16])[CH2:10][C:11]([O:13][CH2:14][CH3:15])=[O:12])=[CH:4][CH:3]=1.CO[CH:19](OC)[N:20]([CH3:22])[CH3:21].C1(C)C=CC=CC=1. Product: [CH3:19][N:20]([CH3:22])[CH:21]=[C:8]([C:5]1[CH:4]=[CH:3][C:2]([F:1])=[CH:7][CH:6]=1)[C:9](=[O:16])[C:10](=[CH:19][N:20]([CH3:22])[CH3:21])[C:11]([O:13][CH2:14][CH3:15])=[O:12]. The catalyst class is: 5. (2) Reactant: Cl.[NH:2]1[CH2:7][CH2:6][CH2:5][C@H:4]([C:8]#[N:9])[CH2:3]1.C(N(CC)CC)C.[F:17][C:18]1[CH:26]=[CH:25][C:21]([C:22](Cl)=[O:23])=[CH:20][CH:19]=1.C([O-])(O)=O.[Na+]. Product: [F:17][C:18]1[CH:26]=[CH:25][C:21]([C:22]([N:2]2[CH2:7][CH2:6][CH2:5][C@H:4]([C:8]#[N:9])[CH2:3]2)=[O:23])=[CH:20][CH:19]=1. The catalyst class is: 4. (3) Reactant: [Cl:1][C:2]([Cl:33])([Cl:32])[CH2:3][O:4][C:5]([C@@H:7]1[CH2:12][CH2:11][CH2:10][N:9]([C:13](=[O:31])[C@@H:14]([NH:16][C:17](=[O:30])[C@@H:18]([NH:22][C:23](OC(C)(C)C)=[O:24])[CH:19]([CH3:21])[CH3:20])[CH3:15])[NH:8]1)=[O:6].FC(F)(F)S(O[Si](C)(C)C)(=O)=O.C(N(CC)C(C)C)(C)C.[OH:55][C@@H:56]([C:58]1[CH:67]=[CH:66][C:65]2[C:60](=[CH:61][C:62](/[CH:68]=[CH:69]/[C:70]([CH2:75][CH2:76][O:77][CH3:78])(C)[C:71](O)=O)=[CH:63][CH:64]=2)[N:59]=1)[CH3:57].C[NH3+].F[P-](F)(F)(F)(F)F.N1(OC(N(C)C)=[N+](C)C)C2N=CC=CC=2N=N1.F[P-](F)(F)(F)(F)F. Product: [Cl:32][C:2]([Cl:33])([Cl:1])[CH2:3][O:4][C:5]([C@@H:7]1[CH2:12][CH2:11][CH2:10][N:9]([C:13](=[O:31])[C@@H:14]([NH:16][C:17](=[O:30])[C@@H:18]([NH:22][C:23](=[O:24])[C:70]([CH2:75][CH2:76][O:77][CH3:78])([CH3:71])/[CH:69]=[CH:68]/[C:62]2[CH:61]=[C:60]3[C:65]([CH:66]=[CH:67][C:58]([C@H:56]([OH:55])[CH3:57])=[N:59]3)=[CH:64][CH:63]=2)[CH:19]([CH3:21])[CH3:20])[CH3:15])[NH:8]1)=[O:6]. The catalyst class is: 120. (4) Reactant: [CH3:1][C:2]1[CH:3]=[C:4]([CH:29]=[CH:30][CH:31]=1)[CH:5]=[C:6]1[CH2:11][CH2:10][N:9]([CH2:12][CH2:13][NH:14][C:15]([NH:17][C:18]2[C:27]3[C:22](=[CH:23][CH:24]=[CH:25][CH:26]=3)[N:21]=[C:20]([CH3:28])[CH:19]=2)=[O:16])[CH2:8][CH2:7]1.Cl. Product: [CH3:1][C:2]1[CH:3]=[C:4]([CH:29]=[CH:30][CH:31]=1)[CH2:5][CH:6]1[CH2:7][CH2:8][N:9]([CH2:12][CH2:13][NH:14][C:15]([NH:17][C:18]2[C:27]3[C:22](=[CH:23][CH:24]=[CH:25][CH:26]=3)[N:21]=[C:20]([CH3:28])[CH:19]=2)=[O:16])[CH2:10][CH2:11]1. The catalyst class is: 19. (5) Reactant: [NH:1]1[CH2:5][CH2:4][CH2:3][CH2:2]1.C(N(CC)CC)C.[ClH:13].[N:14]1([C:19](=N)[NH2:20])C=CC=N1. Product: [ClH:13].[N:1]1([C:19](=[NH:14])[NH2:20])[CH2:5][CH2:4][CH2:3][CH2:2]1. The catalyst class is: 23. (6) Reactant: [OH:1][C:2]1[CH:34]=[CH:33][C:5]([O:6][CH2:7][CH2:8][N:9]([CH2:23][CH2:24][O:25][C:26]2[CH:31]=[CH:30][C:29]([OH:32])=[CH:28][CH:27]=2)[C:10]2[CH:15]=[CH:14][C:13]([CH2:16][CH2:17][CH2:18][C:19]([O:21]C)=[O:20])=[CH:12][CH:11]=2)=[CH:4][CH:3]=1. Product: [OH:1][C:2]1[CH:3]=[CH:4][C:5]([O:6][CH2:7][CH2:8][N:9]([CH2:23][CH2:24][O:25][C:26]2[CH:27]=[CH:28][C:29]([OH:32])=[CH:30][CH:31]=2)[C:10]2[CH:11]=[CH:12][C:13]([CH2:16][CH2:17][CH2:18][C:19]([OH:21])=[O:20])=[CH:14][CH:15]=2)=[CH:33][CH:34]=1. The catalyst class is: 33. (7) Reactant: Cl[C:2]1[N:7]=[C:6]([C:8]([NH:10][CH:11]([C:15]2[CH:20]=[CH:19][C:18]([O:21][C:22]([F:25])([F:24])[F:23])=[CH:17][CH:16]=2)[CH2:12][O:13][CH3:14])=[O:9])[CH:5]=[CH:4][N:3]=1.[CH:26]1([C:29]([NH2:31])=[O:30])[CH2:28][CH2:27]1.C1(P(C2C=CC=CC=2)C2C3OC4C(=CC=CC=4P(C4C=CC=CC=4)C4C=CC=CC=4)C(C)(C)C=3C=CC=2)C=CC=CC=1.C(=O)([O-])[O-].[Cs+].[Cs+]. Product: [CH:26]1([C:29]([NH:31][C:2]2[N:7]=[C:6]([C:8]([NH:10][CH:11]([C:15]3[CH:20]=[CH:19][C:18]([O:21][C:22]([F:25])([F:24])[F:23])=[CH:17][CH:16]=3)[CH2:12][O:13][CH3:14])=[O:9])[CH:5]=[CH:4][N:3]=2)=[O:30])[CH2:28][CH2:27]1. The catalyst class is: 720. (8) Reactant: [CH2:1]([N:8]1[CH:16]=[N:15][C:14]2[C:9]1=[N:10][CH:11]=[N:12][C:13]=2[NH2:17])[C:2]1[CH:7]=[CH:6][CH:5]=[CH:4][CH:3]=1.[Br:18]Br. Product: [CH2:1]([N:8]1[C:16]([Br:18])=[N:15][C:14]2[C:9]1=[N:10][CH:11]=[N:12][C:13]=2[NH2:17])[C:2]1[CH:7]=[CH:6][CH:5]=[CH:4][CH:3]=1. The catalyst class is: 15.